This data is from Peptide-MHC class I binding affinity with 185,985 pairs from IEDB/IMGT. The task is: Regression. Given a peptide amino acid sequence and an MHC pseudo amino acid sequence, predict their binding affinity value. This is MHC class I binding data. The peptide sequence is KIKQDVRDKR. The MHC is HLA-A33:01 with pseudo-sequence HLA-A33:01. The binding affinity (normalized) is 0.171.